This data is from Forward reaction prediction with 1.9M reactions from USPTO patents (1976-2016). The task is: Predict the product of the given reaction. (1) Given the reactants [Br:1][C:2]1[N:7]=[C:6]([CH2:8][NH:9][CH2:10][C:11]([NH:13][CH:14]2[CH2:18][CH2:17][CH2:16][CH2:15]2)=[O:12])[CH:5]=[CH:4][CH:3]=1.C=O.[C:21](O)(=O)C.C(O[BH-](OC(=O)C)OC(=O)C)(=O)C.[Na+], predict the reaction product. The product is: [Br:1][C:2]1[N:7]=[C:6]([CH2:8][N:9]([CH3:21])[CH2:10][C:11]([NH:13][CH:14]2[CH2:18][CH2:17][CH2:16][CH2:15]2)=[O:12])[CH:5]=[CH:4][CH:3]=1. (2) Given the reactants O[C:2]1([C:16]#[N:17])[C:11]2[C:6](=[CH:7][C:8]([O:14][CH3:15])=[C:9]([O:12][CH3:13])[CH:10]=2)[CH2:5][CH2:4][CH2:3]1.FC(F)(F)C(O)=O.C(OCC)(=O)C, predict the reaction product. The product is: [CH3:15][O:14][C:8]1[CH:7]=[C:6]2[C:11](=[CH:10][C:9]=1[O:12][CH3:13])[C:2]([C:16]#[N:17])=[CH:3][CH2:4][CH2:5]2. (3) Given the reactants F[C:2]1[C:11]2[C:6](=[CH:7][CH:8]=[CH:9][CH:10]=2)[C:5]([N+:12]([O-])=O)=[CH:4][CH:3]=1.[CH3:15][O:16][C:17]([C:19]1[CH:24]=[C:23]([OH:25])[CH:22]=[CH:21][N:20]=1)=[O:18].C([O-])([O-])=O.[K+].[K+], predict the reaction product. The product is: [CH3:15][O:16][C:17]([C:19]1[CH:24]=[C:23]([O:25][C:2]2[C:11]3[C:6](=[CH:7][CH:8]=[CH:9][CH:10]=3)[C:5]([NH2:12])=[CH:4][CH:3]=2)[CH:22]=[CH:21][N:20]=1)=[O:18]. (4) Given the reactants [F:1][C:2]([F:21])([F:20])[CH2:3][CH2:4][O:5][C:6]1[CH:7]=[CH:8][C:9]2[N:10]([C:12]([C:15]([O:17]CC)=[O:16])=[CH:13][N:14]=2)[N:11]=1.[Li+].[OH-], predict the reaction product. The product is: [F:20][C:2]([F:1])([F:21])[CH2:3][CH2:4][O:5][C:6]1[CH:7]=[CH:8][C:9]2[N:10]([C:12]([C:15]([OH:17])=[O:16])=[CH:13][N:14]=2)[N:11]=1. (5) Given the reactants [CH3:1][CH:2]([CH3:5])[CH2:3][OH:4].CCOC(/N=N/C(OCC)=O)=O.C1(P(C2C=CC=CC=2)C2C=CC=CC=2)C=CC=CC=1.O[C:38]1[CH:43]=[CH:42][C:41]([C@@H:44]([NH:57][C:58](=[O:67])[C@H:59]([C:61]2[CH:66]=[CH:65][CH:64]=[CH:63][CH:62]=2)[CH3:60])[C@H:45]2[CH2:49][CH2:48][CH2:47][N:46]2[C:50]([O:52][C:53]([CH3:56])([CH3:55])[CH3:54])=[O:51])=[CH:40][CH:39]=1, predict the reaction product. The product is: [CH2:3]([O:4][C:38]1[CH:39]=[CH:40][C:41]([C@@H:44]([NH:57][C:58](=[O:67])[C@H:59]([C:61]2[CH:66]=[CH:65][CH:64]=[CH:63][CH:62]=2)[CH3:60])[C@H:45]2[CH2:49][CH2:48][CH2:47][N:46]2[C:50]([O:52][C:53]([CH3:56])([CH3:54])[CH3:55])=[O:51])=[CH:42][CH:43]=1)[CH:2]([CH3:5])[CH3:1]. (6) The product is: [CH:27]([C:23]1[CH:24]=[CH:25][CH:26]=[C:21]([C:1]2[C:10]3[C:5](=[CH:6][CH:7]=[CH:8][CH:9]=3)[CH:4]=[CH:3][CH:2]=2)[N:22]=1)=[O:28]. Given the reactants [C:1]1(B(O)O)[C:10]2[C:5](=[CH:6][CH:7]=[CH:8][CH:9]=2)[CH:4]=[CH:3][CH:2]=1.C([O-])([O-])=O.[Na+].[Na+].Br[C:21]1[CH:26]=[CH:25][CH:24]=[C:23]([CH:27]=[O:28])[N:22]=1, predict the reaction product. (7) Given the reactants [N:1]1([C:13]([O:15][C:16]([CH3:19])([CH3:18])[CH3:17])=[O:14])[CH2:6][CH2:5][CH:4]([CH:7]2[CH2:12][CH2:11][NH:10][CH2:9][CH2:8]2)[CH2:3][CH2:2]1.F[C:21]1[CH:28]=[CH:27][C:24]([C:25]#[N:26])=[CH:23][CH:22]=1.C(=O)([O-])[O-].[Cs+].[Cs+], predict the reaction product. The product is: [C:16]([O:15][C:13]([N:1]1[CH2:6][CH2:5][CH:4]([CH:7]2[CH2:12][CH2:11][N:10]([C:21]3[CH:28]=[CH:27][C:24]([C:25]#[N:26])=[CH:23][CH:22]=3)[CH2:9][CH2:8]2)[CH2:3][CH2:2]1)=[O:14])([CH3:19])([CH3:18])[CH3:17]. (8) Given the reactants [NH2:1][C:2]1[N:7]=[CH:6][C:5]([C:8]2[CH:13]=[CH:12][C:11]([CH2:14][OH:15])=[CH:10][CH:9]=2)=[CH:4][C:3]=1[O:16][CH:17]([C:19]1[C:24]([Cl:25])=[CH:23][CH:22]=[C:21]([F:26])[C:20]=1[Cl:27])[CH3:18].[CH3:28][P:29](Cl)([CH3:31])=[O:30].C(N(CC)CC)C, predict the reaction product. The product is: [Cl:27][C:20]1[C:21]([F:26])=[CH:22][CH:23]=[C:24]([Cl:25])[C:19]=1[CH:17]([O:16][C:3]1[C:2]([NH2:1])=[N:7][CH:6]=[C:5]([C:8]2[CH:9]=[CH:10][C:11]([CH2:14][O:15][P:29]([CH3:31])([CH3:28])=[O:30])=[CH:12][CH:13]=2)[CH:4]=1)[CH3:18].